From a dataset of Peptide-MHC class II binding affinity with 134,281 pairs from IEDB. Regression. Given a peptide amino acid sequence and an MHC pseudo amino acid sequence, predict their binding affinity value. This is MHC class II binding data. (1) The peptide sequence is KHTDACCRTHDMCPDVMS. The MHC is DRB4_0101 with pseudo-sequence DRB4_0103. The binding affinity (normalized) is 0. (2) The peptide sequence is AFKVAATAANMAPAN. The MHC is DRB1_0901 with pseudo-sequence DRB1_0901. The binding affinity (normalized) is 0.634. (3) The peptide sequence is QVAKAGLKTNDRKWC. The binding affinity (normalized) is 0.316. The MHC is DRB1_0404 with pseudo-sequence DRB1_0404. (4) The peptide sequence is TEAKEGLKRGEITHHAV. The MHC is DRB5_0101 with pseudo-sequence DRB5_0101. The binding affinity (normalized) is 0.